This data is from Peptide-MHC class II binding affinity with 134,281 pairs from IEDB. The task is: Regression. Given a peptide amino acid sequence and an MHC pseudo amino acid sequence, predict their binding affinity value. This is MHC class II binding data. (1) The peptide sequence is KSEVYEKGLGKFVKT. The MHC is DRB1_0301 with pseudo-sequence DRB1_0301. The binding affinity (normalized) is 0.150. (2) The peptide sequence is EGVHGGTWVSATLEQ. The MHC is DRB1_1501 with pseudo-sequence DRB1_1501. The binding affinity (normalized) is 0.102.